This data is from Forward reaction prediction with 1.9M reactions from USPTO patents (1976-2016). The task is: Predict the product of the given reaction. (1) Given the reactants [O:1]=[C:2]1[NH:7][C:6]([S-:8])=[N:5][CH:4]=[C:3]1[O:9][CH:10]1[CH2:15][CH2:14][CH2:13][CH2:12][O:11]1.[Na+].O1CCOCC1.Br[CH2:24][CH:25]1[CH2:27][CH2:26]1, predict the reaction product. The product is: [CH:25]1([CH2:24][S:8][C:6]2[NH:7][C:2](=[O:1])[C:3]([O:9][CH:10]3[CH2:15][CH2:14][CH2:13][CH2:12][O:11]3)=[CH:4][N:5]=2)[CH2:27][CH2:26]1. (2) Given the reactants [NH2:1][C:2]1[CH:11]=[C:10]2[C:5]([C:6]([CH3:13])=[CH:7][C:8](=[O:12])[O:9]2)=[CH:4][CH:3]=1.[C:14](O[C:14]([O:16][C:17]([CH3:20])([CH3:19])[CH3:18])=[O:15])([O:16][C:17]([CH3:20])([CH3:19])[CH3:18])=[O:15].CCN(CC)CC, predict the reaction product. The product is: [CH3:13][C:6]1[C:5]2[C:10](=[CH:11][C:2]([NH:1][C:14](=[O:15])[O:16][C:17]([CH3:20])([CH3:19])[CH3:18])=[CH:3][CH:4]=2)[O:9][C:8](=[O:12])[CH:7]=1. (3) Given the reactants [C:1]([NH:9][CH:10]([C:15]([OH:17])=O)[CH2:11][CH:12]([CH3:14])[CH3:13])(=[O:8])[C:2]1[CH:7]=[CH:6][CH:5]=[CH:4][CH:3]=1.[Cl:18][C:19]1[CH:24]=[CH:23][C:22]([C:25]2([OH:31])[CH2:30][CH2:29][NH:28][CH2:27][CH2:26]2)=[CH:21][CH:20]=1.C(NC(C(O)=O)C(C)C)(=O)C1C=CC=CC=1.Cl.ClC1C=CC(C2CCNCC2)=CC=1, predict the reaction product. The product is: [Cl:18][C:19]1[CH:24]=[CH:23][C:22]([C:25]2([OH:31])[CH2:26][CH2:27][N:28]([C:15](=[O:17])[CH:10]([NH:9][C:1](=[O:8])[C:2]3[CH:3]=[CH:4][CH:5]=[CH:6][CH:7]=3)[CH2:11][CH:12]([CH3:13])[CH3:14])[CH2:29][CH2:30]2)=[CH:21][CH:20]=1. (4) Given the reactants C[O:2][C:3](=[O:16])[CH:4]([OH:15])[CH2:5][C:6]1[CH:11]=[C:10]([Br:12])[C:9]([OH:13])=[C:8]([Br:14])[CH:7]=1.C(=O)([O-])[O-].[K+].[K+].Br[CH2:24][C:25]1[CH:34]=[CH:33][C:32]2[C:27](=[CH:28][CH:29]=[CH:30][CH:31]=2)[CH:26]=1, predict the reaction product. The product is: [Br:14][C:8]1[CH:7]=[C:6]([CH2:5][CH:4]([OH:15])[C:3]([OH:2])=[O:16])[CH:11]=[C:10]([Br:12])[C:9]=1[O:13][CH2:24][C:25]1[CH:34]=[CH:33][C:32]2[C:27](=[CH:28][CH:29]=[CH:30][CH:31]=2)[CH:26]=1. (5) Given the reactants [NH2:1][CH2:2][CH2:3][N:4]1[C:13]2[C:8](=[N:9][CH:10]=[C:11]([CH2:14][C:15]3[CH:20]=[CH:19][C:18]([F:21])=[CH:17][CH:16]=3)[CH:12]=2)[C:7]([OH:22])=[C:6]([C:23]([NH:25][CH2:26][C:27]([CH3:31])([CH3:30])[CH2:28][OH:29])=[O:24])[C:5]1=[O:32].[N:33]1([C:39](Cl)=[O:40])[CH2:38][CH2:37][O:36][CH2:35][CH2:34]1, predict the reaction product. The product is: [F:21][C:18]1[CH:17]=[CH:16][C:15]([CH2:14][C:11]2[CH:12]=[C:13]3[C:8]([C:7]([OH:22])=[C:6]([C:23]([NH:25][CH2:26][C:27]([CH3:30])([CH3:31])[CH2:28][OH:29])=[O:24])[C:5](=[O:32])[N:4]3[CH2:3][CH2:2][NH:1][C:39]([N:33]3[CH2:38][CH2:37][O:36][CH2:35][CH2:34]3)=[O:40])=[N:9][CH:10]=2)=[CH:20][CH:19]=1. (6) Given the reactants [CH3:1][N:2]([CH3:29])[C:3]1([C:23]2[CH:28]=[CH:27][CH:26]=[CH:25][CH:24]=2)[CH2:8][CH2:7][CH:6]([CH2:9][NH:10][C:11]([NH:13][CH2:14][CH2:15][CH2:16][C:17]2[CH:22]=[CH:21][CH:20]=[CH:19][CH:18]=2)=[O:12])[CH2:5][CH2:4]1.[Cl:30][Si](C)(C)C.CCOCC, predict the reaction product. The product is: [ClH:30].[CH3:29][N:2]([CH3:1])[C:3]1([C:23]2[CH:28]=[CH:27][CH:26]=[CH:25][CH:24]=2)[CH2:8][CH2:7][CH:6]([CH2:9][NH:10][C:11]([NH:13][CH2:14][CH2:15][CH2:16][C:17]2[CH:22]=[CH:21][CH:20]=[CH:19][CH:18]=2)=[O:12])[CH2:5][CH2:4]1. (7) Given the reactants [NH2:1][C:2]1[N:6]([C:7]2[CH:12]=[CH:11][CH:10]=[CH:9][CH:8]=2)[NH:5][C:4](=[O:13])[C:3]=1[CH3:14].Cl[C:16]1[CH:21]=[N:20][CH:19]=[CH:18][N:17]=1.C([Cu])#N.C(=O)([O-])[O-].[Cs+].[Cs+].C(N)CN, predict the reaction product. The product is: [CH3:14][C:3]1[C:4]([O:13][C:16]2[CH:21]=[N:20][CH:19]=[CH:18][N:17]=2)=[N:5][N:6]([C:7]2[CH:12]=[CH:11][CH:10]=[CH:9][CH:8]=2)[C:2]=1[NH2:1]. (8) Given the reactants [CH2:1]([N:5]1[C:13](=[O:14])[C:12]2[N:11]([CH2:15][CH:16]=[CH2:17])[C:10]([C:18](O)=[O:19])=[N:9][C:8]=2[N:7]([CH2:21][CH2:22][CH2:23][CH3:24])[C:6]1=[O:25])[CH2:2][CH2:3][CH3:4].CC[N:28](C(C)C)C(C)C.C1CN([P+](ON2N=NC3C=CC=CC2=3)(N2CCCC2)N2CCCC2)CC1.F[P-](F)(F)(F)(F)F.N, predict the reaction product. The product is: [CH2:1]([N:5]1[C:13](=[O:14])[C:12]2[N:11]([CH2:15][CH:16]=[CH2:17])[C:10]([C:18]([NH2:28])=[O:19])=[N:9][C:8]=2[N:7]([CH2:21][CH2:22][CH2:23][CH3:24])[C:6]1=[O:25])[CH2:2][CH2:3][CH3:4].